This data is from Forward reaction prediction with 1.9M reactions from USPTO patents (1976-2016). The task is: Predict the product of the given reaction. (1) Given the reactants C([O:4][C:5]1[CH:10]=[C:9]([N+:11]([O-:13])=[O:12])[C:8]([NH:14][C:15](=[O:17])[CH3:16])=[C:7]([CH3:18])[CH:6]=1)(=O)C.S(=O)(=O)(O)O.[OH-].[Na+], predict the reaction product. The product is: [OH:4][C:5]1[CH:10]=[C:9]([N+:11]([O-:13])=[O:12])[C:8]([NH:14][C:15](=[O:17])[CH3:16])=[C:7]([CH3:18])[CH:6]=1. (2) Given the reactants [Cl:1][C:2]1[NH:10][C:9]2[C:8](=[O:11])[N:7]([CH2:12][O:13][C:14](=[O:19])[C:15]([CH3:18])([CH3:17])[CH3:16])[C:6](=[O:20])[N:5]([CH2:21][O:22][C:23](=[O:28])[C:24]([CH3:27])([CH3:26])[CH3:25])[C:4]=2[N:3]=1.C(=O)([O-])[O-].[K+].[K+].Br[CH2:36][CH:37]=[C:38]([CH3:40])[CH3:39], predict the reaction product. The product is: [Cl:1][C:2]1[N:10]([CH2:36][CH:37]=[C:38]([CH3:40])[CH3:39])[C:9]2[C:8](=[O:11])[N:7]([CH2:12][O:13][C:14](=[O:19])[C:15]([CH3:18])([CH3:17])[CH3:16])[C:6](=[O:20])[N:5]([CH2:21][O:22][C:23](=[O:28])[C:24]([CH3:27])([CH3:26])[CH3:25])[C:4]=2[N:3]=1. (3) Given the reactants [CH3:1][C:2]1[CH:3]=[C:4](Br)[CH:5]=[C:6]([CH3:8])[CH:7]=1.[Mg].C([O:14][B:15](OC(C)C)[O:16]C(C)C)(C)C.S(=O)(=O)(O)O, predict the reaction product. The product is: [CH3:1][C:2]1[CH:3]=[C:4]([B:15]([OH:16])[OH:14])[CH:5]=[C:6]([CH3:8])[CH:7]=1. (4) Given the reactants [C:9](O[C:9]([O:11][C:12]([CH3:15])([CH3:14])[CH3:13])=[O:10])([O:11][C:12]([CH3:15])([CH3:14])[CH3:13])=[O:10].C(N(CC)CC)C.CN(C1C=CC=CN=1)C.[Br:32][C:33]1[CH:38]=[CH:37][C:36]([C@@:39]2([CH3:51])[C@@H:42]([C:43]3[CH:48]=[CH:47][C:46]([Cl:49])=[CH:45][CH:44]=3)[NH:41][C:40]2=[O:50])=[CH:35][CH:34]=1, predict the reaction product. The product is: [Br:32][C:33]1[CH:38]=[CH:37][C:36]([C@:39]2([CH3:51])[C:40](=[O:50])[N:41]([C:9]([O:11][C:12]([CH3:13])([CH3:14])[CH3:15])=[O:10])[C@@H:42]2[C:43]2[CH:48]=[CH:47][C:46]([Cl:49])=[CH:45][CH:44]=2)=[CH:35][CH:34]=1.